From a dataset of Catalyst prediction with 721,799 reactions and 888 catalyst types from USPTO. Predict which catalyst facilitates the given reaction. Reactant: [CH2:1]([N:8](C)[C@H:9]1[CH2:18][CH2:17][C:16]2[C:11](=[CH:12][CH:13]=[CH:14][C:15]=2[C:19]2[C:20]([CH3:26])=[N:21][N:22]([CH3:25])[C:23]=2[CH3:24])[CH2:10]1)C1C=CC=CC=1.CO. Product: [CH3:1][NH:8][C@H:9]1[CH2:18][CH2:17][C:16]2[C:11](=[CH:12][CH:13]=[CH:14][C:15]=2[C:19]2[C:20]([CH3:26])=[N:21][N:22]([CH3:25])[C:23]=2[CH3:24])[CH2:10]1. The catalyst class is: 123.